Dataset: Full USPTO retrosynthesis dataset with 1.9M reactions from patents (1976-2016). Task: Predict the reactants needed to synthesize the given product. (1) Given the product [CH:17]1([CH:22]=[C:46]([C:48]2[CH:53]=[CH:52][C:51]([S:54][CH:55]3[CH2:57][CH2:56]3)=[CH:50][CH:49]=2)[C:45]([O:44][CH2:42][CH3:43])=[O:58])[CH2:21][CH2:20][CH2:19][CH2:18]1, predict the reactants needed to synthesize it. The reactants are: C[Si](C)(C)[N-][Si](C)(C)C.[Li+].C1COCC1.[I-].[CH:17]1([CH2:22][P+](C2C=CC=CC=2)(C2C=CC=CC=2)C2C=CC=CC=2)[CH2:21][CH2:20][CH2:19][CH2:18]1.[CH2:42]([O:44][C:45](=[O:58])[C:46]([C:48]1[CH:53]=[CH:52][C:51]([S:54][CH:55]2[CH2:57][CH2:56]2)=[CH:50][CH:49]=1)=O)[CH3:43].Cl. (2) Given the product [OH:29][CH2:28][C@@:17]12[CH2:27][CH2:26][CH2:25][N:18]1[C@@H:19]([C:21]([Cl:24])([Cl:23])[Cl:22])[O:20][C:16]2=[O:15], predict the reactants needed to synthesize it. The reactants are: C(O[BH-](OC(=O)C)OC(=O)C)(=O)C.[Na+].[O:15]=[C:16]1[O:20][C@H:19]([C:21]([Cl:24])([Cl:23])[Cl:22])[N:18]2[CH2:25][CH2:26][CH2:27][C@@:17]12[CH:28]=[O:29]. (3) Given the product [F:28][C:20]1[C:21]([C:22]2[CH:23]=[N:24][CH:25]=[CH:26][CH:27]=2)=[C:16]([F:15])[CH:17]=[CH:18][C:19]=1[C:2]1[N:6]2[CH:7]=[CH:8][C:9]([C:11]([OH:14])([CH3:13])[CH3:12])=[N:10][C:5]2=[N:4][CH:3]=1, predict the reactants needed to synthesize it. The reactants are: Br[C:2]1[N:6]2[CH:7]=[CH:8][C:9]([C:11]([OH:14])([CH3:13])[CH3:12])=[N:10][C:5]2=[N:4][CH:3]=1.[F:15][C:16]1[C:21]([C:22]2[CH:23]=[N:24][CH:25]=[CH:26][CH:27]=2)=[C:20]([F:28])[CH:19]=[CH:18][C:17]=1B(O)O. (4) The reactants are: [F:1][C@@H:2]1[C@H:8]([NH:9]C(=O)OC(C)(C)C)[CH2:7][CH2:6][C@@H:5]([C:17]2[N:21]([CH3:22])[N:20]=[CH:19][C:18]=2[N+:23]([O-])=O)[O:4][CH2:3]1.[F:26][C:27]1[CH:32]=[C:31]([C:33]2([O:37][CH3:38])[CH2:36][O:35][CH2:34]2)[CH:30]=[C:29]([F:39])[C:28]=1[C:40]1[N:45]=[C:44]([C:46](O)=[O:47])[CH:43]=[CH:42][C:41]=1[F:49]. Given the product [NH2:9][C@H:8]1[C@@H:2]([F:1])[CH2:3][O:4][C@H:5]([C:17]2[N:21]([CH3:22])[N:20]=[CH:19][C:18]=2[NH:23][C:46](=[O:47])[C:44]2[CH:43]=[CH:42][C:41]([F:49])=[C:40]([C:28]3[C:29]([F:39])=[CH:30][C:31]([C:33]4([O:37][CH3:38])[CH2:36][O:35][CH2:34]4)=[CH:32][C:27]=3[F:26])[N:45]=2)[CH2:6][CH2:7]1, predict the reactants needed to synthesize it.